This data is from Full USPTO retrosynthesis dataset with 1.9M reactions from patents (1976-2016). The task is: Predict the reactants needed to synthesize the given product. Given the product [Cl:23][C:24]1[C:25]2[C:32]([C:11]3[CH:10]=[CH:9][C:8]([O:1][C:2]4[CH:3]=[CH:4][CH:5]=[CH:6][CH:7]=4)=[CH:13][CH:12]=3)=[CH:31][N:30]([CH:34]3[CH2:43][CH2:42][C:37]4([O:41][CH2:40][CH2:39][O:38]4)[CH2:36][CH2:35]3)[C:26]=2[N:27]=[CH:28][N:29]=1, predict the reactants needed to synthesize it. The reactants are: [O:1]([C:8]1[CH:13]=[CH:12][C:11](B2OC(C)(C)C(C)(C)O2)=[CH:10][CH:9]=1)[C:2]1[CH:7]=[CH:6][CH:5]=[CH:4][CH:3]=1.[Cl:23][C:24]1[C:25]2[C:32](I)=[CH:31][N:30]([CH:34]3[CH2:43][CH2:42][C:37]4([O:41][CH2:40][CH2:39][O:38]4)[CH2:36][CH2:35]3)[C:26]=2[N:27]=[CH:28][N:29]=1.C(=O)([O-])[O-].[Na+].[Na+].O.